This data is from Reaction yield outcomes from USPTO patents with 853,638 reactions. The task is: Predict the reaction yield, written as a fraction of the theoretical maximum amount of product (1.0 means a 100% yield; for example, 0.34 means a 34% yield). (1) The reactants are [OH:1][C:2]([CH3:7])([CH3:6])[C:3](=O)[CH3:4].[CH:8]([NH2:11])([CH3:10])[CH3:9]. The catalyst is C1C=CC=CC=1. The product is [CH:8]([N:11]=[C:3]([CH3:4])[C:2]([CH3:7])([OH:1])[CH3:6])([CH3:10])[CH3:9]. The yield is 0.810. (2) The catalyst is CO.[Pt](=O)=O. The reactants are [N:1]1([C:7]2[N:8]=[CH:9][CH:10]=[C:11]3[CH:15]=[CH:14][O:13][C:12]=23)[CH2:6][CH2:5][NH:4][CH2:3][CH2:2]1.C(O)(=O)C.[H][H]. The product is [N:1]1([C:7]2[N:8]=[CH:9][CH:10]=[C:11]3[CH2:15][CH2:14][O:13][C:12]=23)[CH2:2][CH2:3][NH:4][CH2:5][CH2:6]1. The yield is 0.950. (3) The reactants are [F:1][C:2]1[CH:3]=[C:4]([CH2:9][C:10]([OH:12])=[O:11])[CH:5]=[CH:6][C:7]=1[F:8].S(=O)(=O)(O)O.[CH3:18]O. No catalyst specified. The product is [CH3:18][O:11][C:10](=[O:12])[CH2:9][C:4]1[CH:5]=[CH:6][C:7]([F:8])=[C:2]([F:1])[CH:3]=1. The yield is 0.990. (4) The reactants are [NH:1]1[C:9]2[C:4](=[CH:5][CH:6]=[CH:7][CH:8]=2)[C:3]([CH:10]=[O:11])=[CH:2]1.[OH-].[K+].[C:14]1([S:20](Cl)(=[O:22])=[O:21])[CH:19]=[CH:18][CH:17]=[CH:16][CH:15]=1. The catalyst is C(O)C. The product is [C:14]1([S:20]([N:1]2[C:9]3[C:4](=[CH:5][CH:6]=[CH:7][CH:8]=3)[C:3]([CH:10]=[O:11])=[CH:2]2)(=[O:22])=[O:21])[CH:19]=[CH:18][CH:17]=[CH:16][CH:15]=1. The yield is 0.330. (5) The reactants are [O:1]=[C:2]1[CH2:7][CH2:6][N:5]([C:8]([O:10][CH2:11][C:12]2[CH:17]=[CH:16][CH:15]=[CH:14][CH:13]=2)=[O:9])[CH2:4][CH2:3]1.C1C=CC(N([S:25]([C:28]([F:31])([F:30])[F:29])(=[O:27])=[O:26])[S:25]([C:28]([F:31])([F:30])[F:29])(=[O:27])=[O:26])=CC=1.C[Si](C)(C)[N-][Si](C)(C)C.[Li+]. The catalyst is O1CCCC1. The product is [F:29][C:28]([F:31])([F:30])[S:25]([O:1][C:2]1[CH2:7][CH2:6][N:5]([C:8]([O:10][CH2:11][C:12]2[CH:17]=[CH:16][CH:15]=[CH:14][CH:13]=2)=[O:9])[CH2:4][CH:3]=1)(=[O:27])=[O:26]. The yield is 0.600. (6) The reactants are [CH3:1][O:2][C:3](=[O:15])[C:4](=O)[CH2:5][C:6]([C:8]1[CH:12]=[CH:11][N:10]([CH3:13])[N:9]=1)=O.[NH:16]([C:18]1[CH:19]=[CH:20][C:21]([O:24][CH3:25])=[N:22][CH:23]=1)[NH2:17].C(O)(=O)C. The catalyst is CO. The product is [CH3:1][O:2][C:3]([C:4]1[CH:5]=[C:6]([C:8]2[CH:12]=[CH:11][N:10]([CH3:13])[N:9]=2)[N:16]([C:18]2[CH:23]=[N:22][C:21]([O:24][CH3:25])=[CH:20][CH:19]=2)[N:17]=1)=[O:15]. The yield is 0.460.